This data is from Forward reaction prediction with 1.9M reactions from USPTO patents (1976-2016). The task is: Predict the product of the given reaction. (1) The product is: [N:17]1[CH:18]=[CH:19][C:14]([CH2:13][S:1][C:2]2[C:3]([C:4]([OH:6])=[O:5])=[CH:7][CH:8]=[CH:9][N:10]=2)=[CH:15][CH:16]=1. Given the reactants [SH:1][C:2]1[N:10]=[CH:9][CH:8]=[CH:7][C:3]=1[C:4]([OH:6])=[O:5].Br.Br[CH2:13][C:14]1[CH:19]=[CH:18][N:17]=[CH:16][CH:15]=1.C(N(CC)CC)C.O, predict the reaction product. (2) Given the reactants [CH2:1]([CH:3]1[C:9]2[CH:10]=[C:11]([O:17][CH3:18])[C:12]([N+:14]([O-])=O)=[CH:13][C:8]=2[CH2:7][CH2:6][N:5]([CH2:19][CH3:20])[C:4]1=[O:21])[CH3:2].[H][H], predict the reaction product. The product is: [NH2:14][C:12]1[C:11]([O:17][CH3:18])=[CH:10][C:9]2[CH:3]([CH2:1][CH3:2])[C:4](=[O:21])[N:5]([CH2:19][CH3:20])[CH2:6][CH2:7][C:8]=2[CH:13]=1. (3) Given the reactants [C:1]([O:5][C:6](=[O:18])[NH:7][C:8]1[CH:13]=[CH:12][N:11]=[C:10](Cl)[C:9]=1[CH2:15][CH2:16]O)([CH3:4])([CH3:3])[CH3:2].CC[N:21](CC)CC.CS(Cl)(=O)=O, predict the reaction product. The product is: [C:1]([O:5][C:6]([N:7]1[C:8]2[CH:13]=[CH:12][N:11]=[C:10]([NH2:21])[C:9]=2[CH2:15][CH2:16]1)=[O:18])([CH3:4])([CH3:3])[CH3:2]. (4) Given the reactants [CH2:1]([Li])[CH2:2][CH2:3][CH3:4].C(NC(C)C)(C)C.[C:13]([CH:15]1[CH2:20][CH2:19][N:18]([C:21]([O:23][C:24]([CH3:27])([CH3:26])[CH3:25])=[O:22])[CH2:17][CH2:16]1)#[N:14].C1(CBr)CC1, predict the reaction product. The product is: [C:13]([C:15]1([CH2:1][CH:2]2[CH2:4][CH2:3]2)[CH2:20][CH2:19][N:18]([C:21]([O:23][C:24]([CH3:27])([CH3:26])[CH3:25])=[O:22])[CH2:17][CH2:16]1)#[N:14]. (5) Given the reactants [CH:1]1([NH:6][S:7]([C:10]2[C:18]3[N:17]=[C:16]([SH:19])[NH:15][C:14]=3[CH:13]=[C:12]([C:20]3[C:21]([CH3:26])=[N:22][O:23][C:24]=3[CH3:25])[CH:11]=2)(=[O:9])=[O:8])[CH2:5][CH2:4][CH2:3][CH2:2]1.[CH3:27]I.[OH-].[K+], predict the reaction product. The product is: [CH:1]1([NH:6][S:7]([C:10]2[C:18]3[N:17]=[C:16]([S:19][CH3:27])[NH:15][C:14]=3[CH:13]=[C:12]([C:20]3[C:21]([CH3:26])=[N:22][O:23][C:24]=3[CH3:25])[CH:11]=2)(=[O:9])=[O:8])[CH2:2][CH2:3][CH2:4][CH2:5]1. (6) The product is: [CH3:13][S:14]([O:12][CH2:11][CH2:10][C:3]1[N:2]([CH3:1])[C:6]([N+:7]([O-:9])=[O:8])=[CH:5][N:4]=1)(=[O:16])=[O:15]. Given the reactants [CH3:1][N:2]1[C:6]([N+:7]([O-:9])=[O:8])=[CH:5][N:4]=[C:3]1[CH2:10][CH2:11][OH:12].[CH3:13][S:14](Cl)(=[O:16])=[O:15].O, predict the reaction product.